This data is from Full USPTO retrosynthesis dataset with 1.9M reactions from patents (1976-2016). The task is: Predict the reactants needed to synthesize the given product. (1) Given the product [C:1]([C:4]1[CH:5]=[C:6]([C:9]([NH:11][C@@H:12]([CH3:28])[CH2:13][N:14]2[CH:18]=[CH:17][C:16]([C:19]3[CH:24]=[CH:23][C:22]([C:25]#[N:26])=[C:21]([S:35][CH3:34])[CH:20]=3)=[N:15]2)=[O:10])[NH:7][N:8]=1)(=[O:3])[CH3:2], predict the reactants needed to synthesize it. The reactants are: [C:1]([C:4]1[NH:8][N:7]=[C:6]([C:9]([NH:11][C@@H:12]([CH3:28])[CH2:13][N:14]2[CH:18]=[CH:17][C:16]([C:19]3[CH:24]=[CH:23][C:22]([C:25]#[N:26])=[C:21](Cl)[CH:20]=3)=[N:15]2)=[O:10])[CH:5]=1)(=[O:3])[CH3:2].CN(C=O)C.[CH3:34][S-:35].[Na+]. (2) The reactants are: O[CH2:2][C:3]([C:5]1C=[CH:9][CH:8]=[CH:7][CH:6]=1)=O.[C:11]([OH:14])(=O)[CH3:12].[CH:15]([NH2:17])=[NH:16].[Na]. Given the product [N:16]1[CH:2]=[CH:3][C:5]([C:6]2[CH:7]=[CH:8][CH:9]=[CH:12][C:11]=2[OH:14])=[N:17][CH:15]=1, predict the reactants needed to synthesize it. (3) Given the product [C:1]([C:5]1[N:13]=[C:12]2[C:8]([N:9]=[CH:10][NH:11]2)=[C:7]([N:15]2[CH2:19][CH2:18][CH:17]([O:20][C:21](=[O:23])[CH3:22])[CH2:16]2)[N:6]=1)([CH3:4])([CH3:3])[CH3:2], predict the reactants needed to synthesize it. The reactants are: [C:1]([C:5]1[N:13]=[C:12]2[C:8]([N:9]=[CH:10][NH:11]2)=[C:7](Cl)[N:6]=1)([CH3:4])([CH3:3])[CH3:2].[NH:15]1[CH2:19][CH2:18][CH:17]([O:20][C:21](=[O:23])[CH3:22])[CH2:16]1.CCN(CC)CC. (4) Given the product [NH2:11][C:3]1([CH2:5][C:6]([O:8][CH2:9][CH3:10])=[O:7])[CH2:4][O:1][CH2:2]1, predict the reactants needed to synthesize it. The reactants are: [O:1]1[CH2:4][C:3](=[CH:5][C:6]([O:8][CH2:9][CH3:10])=[O:7])[CH2:2]1.[NH3:11]. (5) Given the product [NH2:25][C:22]1[CH:23]=[CH:24][C:19]([N:4]2[C:5]3=[N:6][CH:7]=[N:8][C:9]([NH:11][C:12](=[O:18])[O:13][C:14]([CH3:15])([CH3:16])[CH3:17])=[C:10]3[C:2]([I:1])=[N:3]2)=[CH:20][CH:21]=1, predict the reactants needed to synthesize it. The reactants are: [I:1][C:2]1[C:10]2[C:5](=[N:6][CH:7]=[N:8][C:9]=2[NH:11][C:12](=[O:18])[O:13][C:14]([CH3:17])([CH3:16])[CH3:15])[N:4]([C:19]2[CH:24]=[CH:23][C:22]([N+:25]([O-])=O)=[CH:21][CH:20]=2)[N:3]=1.[NH4+].[Cl-]. (6) Given the product [Br-:1].[Br-:1].[C:25]([N:7]([CH:6]=[CH:3][C:4]1[C:13]2[C:8](=[CH:9][CH:10]=[CH:11][CH:12]=2)[N+:7]([CH2:14][CH2:15][CH2:16][N+:17]([CH3:18])([CH3:20])[CH3:19])=[CH:6][CH:5]=1)[C:8]1[CH:13]=[CH:12][CH:11]=[CH:10][CH:9]=1)(=[O:27])[CH3:26], predict the reactants needed to synthesize it. The reactants are: [Br-:1].[Br-].[CH3:3][C:4]1[C:13]2[C:8](=[CH:9][CH:10]=[CH:11][CH:12]=2)[N+:7]([CH2:14][CH2:15][CH2:16][N+:17]([CH3:20])([CH3:19])[CH3:18])=[CH:6][CH:5]=1.C(O[C:25](=[O:27])[CH3:26])(=O)C. (7) Given the product [CH3:15][S:16]([C:19]1[CH:20]=[CH:21][C:22]([N:28]2[CH2:33][CH2:32][O:31][CH2:30][CH2:29]2)=[C:23]([C:24]([N:8]2[CH2:7][CH2:6][C:5]3[C:10](=[CH:11][CH:12]=[C:3]([C:2]([F:1])([F:13])[F:14])[CH:4]=3)[CH2:9]2)=[O:25])[CH:27]=1)(=[O:17])=[O:18], predict the reactants needed to synthesize it. The reactants are: [F:1][C:2]([F:14])([F:13])[C:3]1[CH:4]=[C:5]2[C:10](=[CH:11][CH:12]=1)[CH2:9][NH:8][CH2:7][CH2:6]2.[CH3:15][S:16]([C:19]1[CH:20]=[CH:21][C:22]([N:28]2[CH2:33][CH2:32][O:31][CH2:30][CH2:29]2)=[C:23]([CH:27]=1)[C:24](O)=[O:25])(=[O:18])=[O:17].